This data is from Forward reaction prediction with 1.9M reactions from USPTO patents (1976-2016). The task is: Predict the product of the given reaction. (1) Given the reactants [F:1][C:2]([F:7])([F:6])[C:3]([OH:5])=[O:4].[CH2:8]([S:10]([N:13]1[CH2:18][CH2:17][CH:16]([C:19]2[C:27]3[C:22](=[C:23]([C:38]([NH2:40])=[O:39])[CH:24]=[C:25]([C:28]4[CH:33]=[C:32]([CH2:34][NH:35][CH3:36])[CH:31]=[CH:30][C:29]=4[F:37])[CH:26]=3)[NH:21][CH:20]=2)[CH2:15][CH2:14]1)(=[O:12])=[O:11])[CH3:9].[CH3:41]N, predict the reaction product. The product is: [F:1][C:2]([F:7])([F:6])[C:3]([OH:5])=[O:4].[CH:3]1([CH2:36][NH:35][CH2:34][C:32]2[CH:31]=[CH:30][C:29]([F:37])=[C:28]([C:25]3[CH:26]=[C:27]4[C:22](=[C:23]([C:38]([NH2:40])=[O:39])[CH:24]=3)[NH:21][CH:20]=[C:19]4[CH:16]3[CH2:17][CH2:18][N:13]([S:10]([CH2:8][CH3:9])(=[O:11])=[O:12])[CH2:14][CH2:15]3)[CH:33]=2)[CH2:2][CH2:41]1. (2) Given the reactants C([O-])([O-])=O.[K+].[K+].[CH2:7]([O:9][C:10](=[O:31])[CH2:11][CH2:12][CH2:13][CH2:14][CH2:15][CH2:16][N:17]([C:24]1[CH:29]=[C:28]([OH:30])[CH:27]=[CH:26][N:25]=1)[C:18]1[CH:23]=[CH:22][CH:21]=[CH:20][N:19]=1)[CH3:8].I[CH2:33][CH3:34].CCOC(C)=O, predict the reaction product. The product is: [CH2:7]([O:9][C:10](=[O:31])[CH2:11][CH2:12][CH2:13][CH2:14][CH2:15][CH2:16][N:17]([C:24]1[CH:29]=[C:28]([O:30][CH2:33][CH3:34])[CH:27]=[CH:26][N:25]=1)[C:18]1[CH:23]=[CH:22][CH:21]=[CH:20][N:19]=1)[CH3:8]. (3) Given the reactants [Br:1][C:2]1[CH:3]=[CH:4][C:5]2[O:14][CH2:13][CH2:12][N:11]3[C:7](=[N:8][C:9](I)=[CH:10]3)[C:6]=2[CH:16]=1.Cl.[CH3:18][O:19][CH2:20][C:21]([NH2:23])=[NH:22].[CH3:24][C:25]1([CH3:65])C2C(=C(P(C3C=CC=CC=3)C3C=CC=CC=3)C=CC=2)OC2C(P(C3C=CC=CC=3)C3C=CC=CC=3)=CC=CC1=2.Cl.[CH:67]([NH:70]N)(C)C, predict the reaction product. The product is: [Br:1][C:2]1[CH:3]=[CH:4][C:5]2[O:14][CH2:13][CH2:12][N:11]3[C:7](=[N:8][C:9]([C:67]4[N:70]([CH:25]([CH3:65])[CH3:24])[N:22]=[C:21]([CH2:20][O:19][CH3:18])[N:23]=4)=[CH:10]3)[C:6]=2[CH:16]=1. (4) Given the reactants Cl[C:2](Cl)([O:4]C(=O)OC(Cl)(Cl)Cl)Cl.[N:13]1[N:17]2[CH2:18][CH2:19][NH:20][CH2:21][C:16]2=[CH:15][C:14]=1[C:22]([N:24]1[CH:29]2[CH2:30][CH2:31][CH2:32][CH:25]1[CH2:26][CH:27]([C:33]([O:35][CH2:36][CH3:37])=[O:34])[CH2:28]2)=[O:23].CCN(CC)CC.[Cl:45][C:46]1[CH:47]=[C:48]([CH2:53][NH2:54])[CH:49]=[C:50]([Cl:52])[CH:51]=1, predict the reaction product. The product is: [Cl:45][C:46]1[CH:47]=[C:48]([CH:49]=[C:50]([Cl:52])[CH:51]=1)[CH2:53][NH:54][C:2]([N:20]1[CH2:19][CH2:18][N:17]2[N:13]=[C:14]([C:22]([N:24]3[CH:25]4[CH2:32][CH2:31][CH2:30][CH:29]3[CH2:28][CH:27]([C:33]([O:35][CH2:36][CH3:37])=[O:34])[CH2:26]4)=[O:23])[CH:15]=[C:16]2[CH2:21]1)=[O:4]. (5) Given the reactants [CH:1]1([N:6]2[C:11]3[N:12]=[C:13](S(C)(=O)=O)[N:14]=[C:15]([CH3:16])[C:10]=3[CH:9]=[C:8]([C:21]3[CH:22]=[N:23][N:24]([CH2:26][CH2:27][O:28]COC)[CH:25]=3)[C:7]2=[O:32])[CH2:5][CH2:4][CH2:3][CH2:2]1.[NH4+:33], predict the reaction product. The product is: [NH2:33][C:13]1[N:14]=[C:15]([CH3:16])[C:10]2[CH:9]=[C:8]([C:21]3[CH:22]=[N:23][N:24]([CH2:26][CH2:27][OH:28])[CH:25]=3)[C:7](=[O:32])[N:6]([CH:1]3[CH2:5][CH2:4][CH2:3][CH2:2]3)[C:11]=2[N:12]=1. (6) Given the reactants [F:1][C:2]1([F:10])[CH2:6][CH2:5][CH:4]([C:7]([NH2:9])=[O:8])[CH2:3]1.Cl[C:12]([S:14]Cl)=[O:13], predict the reaction product. The product is: [F:1][C:2]1([F:10])[CH2:6][CH2:5][CH:4]([C:7]2[O:8][C:12](=[O:13])[S:14][N:9]=2)[CH2:3]1.